From a dataset of Catalyst prediction with 721,799 reactions and 888 catalyst types from USPTO. Predict which catalyst facilitates the given reaction. (1) Reactant: [O:1]=[S:2]1(=[O:18])[CH2:7][CH2:6][N:5]([C:8]2[CH:9]=[C:10]([CH:15]=[CH:16][CH:17]=2)[C:11](OC)=[O:12])[CH2:4][CH2:3]1.[NH2:19][NH2:20]. The catalyst class is: 5. Product: [O:1]=[S:2]1(=[O:18])[CH2:7][CH2:6][N:5]([C:8]2[CH:9]=[C:10]([CH:15]=[CH:16][CH:17]=2)[C:11]([NH:19][NH2:20])=[O:12])[CH2:4][CH2:3]1. (2) Reactant: C(OC(=O)[NH:7][CH:8]([C:16](=[O:38])[NH:17][C@@H:18]([CH2:31][C:32]1[CH:37]=[CH:36][CH:35]=[CH:34][CH:33]=1)[CH:19]([C:21](=[O:30])[NH:22][CH2:23]C1C=CC=CC=1)[OH:20])[CH2:9][CH:10]1[CH2:15][CH2:14][O:13][CH2:12][CH2:11]1)(C)(C)C.[C:40](O)([C:42](F)(F)F)=O.[CH2:47]([O:54][C:55]([NH:57][C@@H:58]([CH3:62])[C:59]([OH:61])=O)=[O:56])[C:48]1[CH:53]=[CH:52][CH:51]=[CH:50][CH:49]=1.CN(C(ON1N=N[C:73]2[CH:74]=[CH:75]C=N[C:72]1=2)=[N+](C)C)C.F[P-](F)(F)(F)(F)F.C(N(CC)C(C)C)(C)C. Product: [CH2:47]([O:54][C:55](=[O:56])[NH:57][C@H:58]([C:59](=[O:61])[NH:7][CH:8]([C:16](=[O:38])[NH:17][C@@H:18]([CH2:31][C:32]1[CH:37]=[CH:36][CH:35]=[CH:34][CH:33]=1)[CH:19]([C:21](=[O:30])[NH:22][CH2:23][C:42]1[CH:40]=[CH:75][CH:74]=[CH:73][CH:72]=1)[OH:20])[CH2:9][CH:10]1[CH2:15][CH2:14][O:13][CH2:12][CH2:11]1)[CH3:62])[C:48]1[CH:49]=[CH:50][CH:51]=[CH:52][CH:53]=1. The catalyst class is: 4. (3) Reactant: [OH:1][C:2]1[CH:11]=[C:10]2[C:5]([C:6](=[O:18])[CH:7]=[C:8]([C:12]3[CH:17]=[CH:16][CH:15]=[CH:14][CH:13]=3)[O:9]2)=[CH:4][CH:3]=1.C([O-])([O-])=O.[K+].[K+].[CH2:25](Br)[C:26]#[CH:27]. Product: [C:25]([O:1][C:2]1[CH:11]=[C:10]2[C:5]([C:6](=[O:18])[CH:7]=[C:8]([C:12]3[CH:17]=[CH:16][CH:15]=[CH:14][CH:13]=3)[O:9]2)=[CH:4][CH:3]=1)#[C:26][CH3:27]. The catalyst class is: 21. (4) Reactant: [N:1]([CH2:4][C:5]([NH:7][C@@H:8]1[C@@H:14]([OH:15])[C@@H:13]([OH:16])[C@@H:12]([CH2:17][OH:18])[O:11][CH:9]1[OH:10])=[O:6])=[N+:2]=[N-:3].C(O[C:23](=[O:25])[CH3:24])(=O)C. Product: [C:5]([O:10][CH:9]1[O:11][C@H:12]([CH2:17][O:18][C:23](=[O:25])[CH3:24])[C@H:13]([O:16][C:12](=[O:11])[CH3:13])[C@H:14]([O:15][C:9](=[O:10])[CH3:8])[C@H:8]1[NH:7][C:5](=[O:6])[CH2:4][N:1]=[N+:2]=[N-:3])(=[O:6])[CH3:4]. The catalyst class is: 17. (5) Reactant: C([Li])CCC.[CH2:6]([C:9]1[CH:14]=[CH:13][CH:12]=[CH:11][C:10]=1Br)[CH2:7][CH3:8].[B:16](OC)([O:19]C)[O:17]C.Cl. Product: [CH2:6]([C:9]1[CH:14]=[CH:13][CH:12]=[CH:11][C:10]=1[B:16]([OH:19])[OH:17])[CH2:7][CH3:8]. The catalyst class is: 30. (6) Reactant: CO[C:3]1[CH:8]=[CH:7][CH:6]=[CH:5][C:4]=1[NH:9][C:10]1[C:11](=[CH:15][CH:16]=[CH:17][CH:18]=1)[C:12]([OH:14])=O.N[C@H]([C:25](C(OCC1C=CC=CC=1)=O)=[O:26])CCSC.C(=O)([O-])[O-].[Na+].[Na+]. Product: [CH3:25][O:26][C:7]1[CH:8]=[CH:3][C:4]2[NH:9][C:10]3[C:11](=[CH:15][CH:16]=[CH:17][CH:18]=3)[C:12](=[O:14])[C:5]=2[CH:6]=1. The catalyst class is: 6. (7) Reactant: [NH:1]1[C:9]2[C:4](=[CH:5][CH:6]=[CH:7][CH:8]=2)[C:3]2([CH2:13][CH2:12][CH2:11][CH2:10]2)[C:2]1=[O:14].C([O-])(=O)C.[Na+].[Br:20]Br.C(=O)([O-])O.[Na+]. Product: [Br:20][CH:13]1[C:3]2([C:4]3[C:9](=[CH:8][CH:7]=[CH:6][CH:5]=3)[NH:1][C:2]2=[O:14])[CH2:10][CH2:11][CH2:12]1. The catalyst class is: 15. (8) Reactant: [Li+].C[Si]([N-][Si](C)(C)C)(C)C.[Cl:11][C:12]1[CH:17]=[CH:16][C:15]([CH:18]([O:21][Si](C)(C)C)[C:19]#N)=[CH:14][CH:13]=1.[Cl:26][C:27]1[CH:32]=[C:31]([Cl:33])[CH:30]=[CH:29][C:28]=1CCl.Cl.[OH-].[K+]. Product: [Cl:11][C:12]1[CH:17]=[CH:16][C:15]([C:18](=[O:21])[CH2:19][C:30]2[CH:29]=[CH:28][C:27]([Cl:26])=[CH:32][C:31]=2[Cl:33])=[CH:14][CH:13]=1. The catalyst class is: 1. (9) Product: [CH2:1]([O:3][C:4]([C:5]1[S:6][C:7]2[N:8]=[C:9]([S:16][CH3:17])[N:10]=[C:11]([Cl:15])[C:12]=2[CH:13]=1)=[O:18])[CH3:2]. The catalyst class is: 118. Reactant: [CH2:1]([O:3][C:4](=[O:18])[CH2:5][S:6][C:7]1[C:12]([CH:13]=O)=[C:11]([Cl:15])[N:10]=[C:9]([S:16][CH3:17])[N:8]=1)[CH3:2].C([O-])([O-])=O.[K+].[K+].